Dataset: Forward reaction prediction with 1.9M reactions from USPTO patents (1976-2016). Task: Predict the product of the given reaction. (1) Given the reactants Br[C:2]1[CH:3]=[C:4]2[N:12]([CH3:13])[CH:11]=[CH:10][C:5]2=[N:6][C:7]=1[C:8]#[N:9].CC(C)([O-:17])C.[Na+].C1C=CC(P(C2C(C3C(P(C4C=CC=CC=4)C4C=CC=CC=4)=CC=C4C=3C=CC=C4)=C3C(C=CC=C3)=CC=2)C2C=CC=CC=2)=CC=1.O=C1[CH2:70][C:69]2([CH2:73][NH:72][CH2:71]2)[CH2:68]1, predict the reaction product. The product is: [CH3:13][N:12]1[C:4]2[C:5](=[N:6][C:7]([C:8]#[N:9])=[C:2]([N:72]3[CH2:73][C:69]4([CH2:70][O:17][CH2:68]4)[CH2:71]3)[CH:3]=2)[CH:10]=[CH:11]1. (2) Given the reactants BrCCBr.[Cl:5][C:6]1[CH:11]=[C:10]([CH2:12]Cl)[CH:9]=[CH:8][N:7]=1.Br[C:15]1[C:23]([F:24])=[CH:22][C:21]([C:25]#[N:26])=[C:20]2[C:16]=1[C:17]([CH3:36])=[C:18]([CH3:35])[N:19]2[CH2:27][O:28][CH2:29][CH2:30][Si:31]([CH3:34])([CH3:33])[CH3:32], predict the reaction product. The product is: [Cl:5][C:6]1[CH:11]=[C:10]([CH2:12][C:15]2[C:23]([F:24])=[CH:22][C:21]([C:25]#[N:26])=[C:20]3[C:16]=2[C:17]([CH3:36])=[C:18]([CH3:35])[N:19]3[CH2:27][O:28][CH2:29][CH2:30][Si:31]([CH3:34])([CH3:33])[CH3:32])[CH:9]=[CH:8][N:7]=1. (3) Given the reactants [C:1]([NH:4][C:5]1[CH:10]=[CH:9][CH:8]=[CH:7][CH:6]=1)(=[O:3])[CH3:2].[C:11]1(=[O:17])[O:16][C:14](=[O:15])[CH2:13][CH2:12]1.[Cl-].[Cl-].[Cl-].[Al+3], predict the reaction product. The product is: [C:1]([NH:4][C:5]1[CH:10]=[CH:9][C:8]([C:11](=[O:17])[CH2:12][CH2:13][C:14]([OH:16])=[O:15])=[CH:7][CH:6]=1)(=[O:3])[CH3:2]. (4) Given the reactants [NH2:1][C:2]1[CH:3]=[CH:4][C:5]([C:8]2[N:13]=[C:12]([OH:14])[C:11]([CH3:15])=[C:10]([CH3:16])[N:9]=2)=[N:6][CH:7]=1.C(N(CC)CC)C.[Cl:24][CH2:25][C:26](Cl)=[O:27], predict the reaction product. The product is: [Cl:24][CH2:25][C:26]([NH:1][C:2]1[CH:7]=[N:6][C:5]([C:8]2[N:13]=[C:12]([OH:14])[C:11]([CH3:15])=[C:10]([CH3:16])[N:9]=2)=[CH:4][CH:3]=1)=[O:27].